This data is from Full USPTO retrosynthesis dataset with 1.9M reactions from patents (1976-2016). The task is: Predict the reactants needed to synthesize the given product. (1) The reactants are: [CH3:1][O:2][C:3]1[CH:10]=[CH:9][C:6]([CH:7]=O)=[CH:5][C:4]=1[O:11][CH2:12][CH2:13][CH3:14].C([O-])(=O)C.[NH4+].[N+:20]([CH2:23][CH2:24][CH3:25])([O-:22])=[O:21]. Given the product [CH3:1][O:2][C:3]1[CH:10]=[CH:9][C:6]([CH:7]=[C:23]([N+:20]([O-:22])=[O:21])[CH2:24][CH3:25])=[CH:5][C:4]=1[O:11][CH2:12][CH2:13][CH3:14], predict the reactants needed to synthesize it. (2) Given the product [F:1][C:2]1[S:6][C:5]([NH:7][C:8]([C:10]2[CH:14]=[C:13]([CH:15]3[CH2:19][CH2:18][CH2:17][N:16]3[C:48](=[O:49])[CH2:50][NH:44][C:45]([NH2:47])=[O:46])[S:12][C:11]=2[CH3:20])=[O:9])=[N:4][CH:3]=1, predict the reactants needed to synthesize it. The reactants are: [F:1][C:2]1[S:6][C:5]([NH:7][C:8]([C:10]2[CH:14]=[C:13]([CH:15]3[CH2:19][CH2:18][CH2:17][NH:16]3)[S:12][C:11]=2[CH3:20])=[O:9])=[N:4][CH:3]=1.Cl.C(N=C=NCCCN(C)C)C.O.ON1C2C=CC=CC=2N=N1.[NH:44]1[CH2:50][C:48](=[O:49])[NH:47][C:45]1=[O:46].C(N(C(C)C)CC)(C)C.C(=O)([O-])O.[Na+]. (3) Given the product [Cl:17][C:18]1[CH:23]=[CH:22][CH:21]=[CH:20][C:19]=1[CH2:24][CH2:25][N:26]([CH2:34][CH2:35][CH2:36][S:37][CH2:38][CH2:39][NH:2][CH2:3][C@H:4]([OH:5])[C:6]1[C:14]2[S:13][C:12](=[O:15])[NH:11][C:10]=2[C:9]([OH:16])=[CH:8][CH:7]=1)[C:27](=[O:33])[O:28][C:29]([CH3:30])([CH3:31])[CH3:32], predict the reactants needed to synthesize it. The reactants are: Cl.[NH2:2][CH2:3][C@@H:4]([C:6]1[C:14]2[S:13][C:12](=[O:15])[NH:11][C:10]=2[C:9]([OH:16])=[CH:8][CH:7]=1)[OH:5].[Cl:17][C:18]1[CH:23]=[CH:22][CH:21]=[CH:20][C:19]=1[CH2:24][CH2:25][N:26]([CH2:34][CH2:35][CH2:36][S:37][CH2:38][CH:39]=O)[C:27](=[O:33])[O:28][C:29]([CH3:32])([CH3:31])[CH3:30]. (4) Given the product [Br:1][C:2]1[S:3][C:4]([NH:32][C:33](=[O:39])[O:34][C:35]([CH3:37])([CH3:38])[CH3:36])=[C:5]([C:7](=[O:31])[NH:8][C:9]2[CH:10]=[N:11][N:12]([CH3:30])[C:13]=2[C@@H:14]2[CH2:15][CH2:16][C@@H:17]([NH:22][C:23]([O:25][C:26]([CH3:29])([CH3:27])[CH3:28])=[O:24])[C@@H:18]([F:40])[CH2:19][O:21]2)[N:6]=1, predict the reactants needed to synthesize it. The reactants are: [Br:1][C:2]1[S:3][C:4]([NH:32][C:33](=[O:39])[O:34][C:35]([CH3:38])([CH3:37])[CH3:36])=[C:5]([C:7](=[O:31])[NH:8][C:9]2[CH:10]=[N:11][N:12]([CH3:30])[C:13]=2[C:14]23[O:21][CH:18]([CH2:19]C2)[CH:17]([NH:22][C:23]([O:25][C:26]([CH3:29])([CH3:28])[CH3:27])=[O:24])[CH2:16][CH2:15]3)[N:6]=1.[F:40][C@@H]1[C@H](NC(=O)OC(C)(C)C)CC[C@@H](C2N(C)N=CC=2[N+]([O-])=O)OC1. (5) Given the product [Br:1][C:2]1[C:3]([CH3:13])=[N:4][C:5]([C:8]2[N:12]=[CH:11][N:10]([CH:15]3[CH2:16][CH2:17][CH2:18][CH2:19][O:14]3)[N:9]=2)=[CH:6][CH:7]=1, predict the reactants needed to synthesize it. The reactants are: [Br:1][C:2]1[C:3]([CH3:13])=[N:4][C:5]([C:8]2[N:12]=[CH:11][NH:10][N:9]=2)=[CH:6][CH:7]=1.[O:14]1[CH:19]=[CH:18][CH2:17][CH2:16][CH2:15]1.CS(O)(=O)=O.